Task: Predict which catalyst facilitates the given reaction.. Dataset: Catalyst prediction with 721,799 reactions and 888 catalyst types from USPTO Reactant: Cl[CH:2]([CH2:6][C:7]1[CH:12]=[CH:11][CH:10]=[C:9]([C:13]([F:16])([F:15])[F:14])[CH:8]=1)[C:3](=O)[CH3:4].[Cl:17][C:18]1[CH:23]=[CH:22][C:21]([NH:24][C:25]([NH2:27])=[S:26])=[CH:20][CH:19]=1.CC([O-])=O.[Na+]. Product: [F:14][C:13]([F:16])([F:15])[C:9]1[CH:8]=[C:7]([CH:12]=[CH:11][CH:10]=1)[CH2:6][C:2]1[S:26][C:25]([NH:24][C:21]2[CH:22]=[CH:23][C:18]([Cl:17])=[CH:19][CH:20]=2)=[N:27][C:3]=1[CH3:4]. The catalyst class is: 14.